Dataset: Full USPTO retrosynthesis dataset with 1.9M reactions from patents (1976-2016). Task: Predict the reactants needed to synthesize the given product. (1) Given the product [Cl:14][C:15]1[C:16]([OH:23])=[C:17]([CH:20]=[CH:21][CH:22]=1)[CH2:18][N:4]1[CH2:5][CH2:6][N:1]([C:7]2[N:12]=[CH:11][NH:10][C:9](=[O:13])[CH:8]=2)[CH2:2][CH2:3]1, predict the reactants needed to synthesize it. The reactants are: [N:1]1([C:7]2[N:12]=[CH:11][NH:10][C:9](=[O:13])[CH:8]=2)[CH2:6][CH2:5][NH:4][CH2:3][CH2:2]1.[Cl:14][C:15]1[C:16]([OH:23])=[C:17]([CH:20]=[CH:21][CH:22]=1)[CH:18]=O. (2) Given the product [O-:15][S:13]([C:16]([F:19])([F:18])[F:17])(=[O:14])=[O:12].[CH2:2]([N+:6]1[CH:11]=[CH:10][CH:9]=[CH:8][CH:7]=1)[CH2:3][CH2:4][CH3:5], predict the reactants needed to synthesize it. The reactants are: [Br-].[CH2:2]([N+:6]1[CH:11]=[CH:10][CH:9]=[CH:8][CH:7]=1)[CH2:3][CH2:4][CH3:5].[O:12]([Si](C)(C)C)[S:13]([C:16]([F:19])([F:18])[F:17])(=[O:15])=[O:14]. (3) Given the product [I:1][C:2]1[CH:10]=[C:9]2[C:5]([CH:6]=[N:7][N:8]2[S:25]([C:18]2[C:19]([CH3:24])=[CH:20][C:21]([CH3:23])=[CH:22][C:17]=2[CH3:29])(=[O:27])=[O:26])=[CH:4][CH:3]=1, predict the reactants needed to synthesize it. The reactants are: [I:1][C:2]1[CH:10]=[C:9]2[C:5]([CH:6]=[N:7][NH:8]2)=[CH:4][CH:3]=1.CC(C)([O-])C.[Na+].[C:17]1([CH3:29])[CH:22]=[C:21]([CH3:23])[CH:20]=[C:19]([CH3:24])[C:18]=1[S:25](Cl)(=[O:27])=[O:26]. (4) Given the product [Cl:1][C:2]1[CH:7]=[CH:6][C:5]([CH:8]([C:10]2[CH:11]=[N:12][CH:13]=[CH:14][CH:15]=2)[C:19]2[CH:20]=[CH:21][C:16]([NH:22][C:23](=[O:25])[CH3:24])=[CH:17][CH:18]=2)=[CH:4][CH:3]=1, predict the reactants needed to synthesize it. The reactants are: [Cl:1][C:2]1[CH:7]=[CH:6][C:5]([CH:8]([C:10]2[CH:11]=[N:12][CH:13]=[CH:14][CH:15]=2)O)=[CH:4][CH:3]=1.[C:16]1([NH:22][C:23](=[O:25])[CH3:24])[CH:21]=[CH:20][CH:19]=[CH:18][CH:17]=1. (5) Given the product [N:15]1[CH:16]=[CH:17][CH:18]=[C:19]([O:20][CH2:21][C@H:22]([N:25]([CH3:27])[CH3:26])[CH2:23][CH3:24])[C:14]=1[CH:11]1[CH2:10][CH2:9][NH:8][CH2:13][CH2:12]1, predict the reactants needed to synthesize it. The reactants are: C(OC([N:8]1[CH2:13][CH2:12][CH:11]([C:14]2[C:19]([O:20][CH2:21][C@H:22]([N:25]([CH3:27])[CH3:26])[CH2:23][CH3:24])=[CH:18][CH:17]=[CH:16][N:15]=2)[CH2:10][CH2:9]1)=O)(C)(C)C.Cl.